Dataset: Peptide-MHC class II binding affinity with 134,281 pairs from IEDB. Task: Regression. Given a peptide amino acid sequence and an MHC pseudo amino acid sequence, predict their binding affinity value. This is MHC class II binding data. (1) The peptide sequence is AHKVAATAANAAPAN. The MHC is DRB1_0802 with pseudo-sequence DRB1_0802. The binding affinity (normalized) is 0.529. (2) The binding affinity (normalized) is 0.479. The MHC is DRB1_0404 with pseudo-sequence DRB1_0404. The peptide sequence is AIQQVRSLIGNEEFLDY. (3) The peptide sequence is VLEKLELLQRRFGGT. The MHC is DRB3_0301 with pseudo-sequence DRB3_0301. The binding affinity (normalized) is 0.808.